From a dataset of NCI-60 drug combinations with 297,098 pairs across 59 cell lines. Regression. Given two drug SMILES strings and cell line genomic features, predict the synergy score measuring deviation from expected non-interaction effect. Drug 1: CC12CCC3C(C1CCC2=O)CC(=C)C4=CC(=O)C=CC34C. Drug 2: CC1=C2C(C(=O)C3(C(CC4C(C3C(C(C2(C)C)(CC1OC(=O)C(C(C5=CC=CC=C5)NC(=O)C6=CC=CC=C6)O)O)OC(=O)C7=CC=CC=C7)(CO4)OC(=O)C)O)C)OC(=O)C. Cell line: DU-145. Synergy scores: CSS=56.0, Synergy_ZIP=-2.64, Synergy_Bliss=-3.54, Synergy_Loewe=-16.7, Synergy_HSA=-0.826.